This data is from NCI-60 drug combinations with 297,098 pairs across 59 cell lines. The task is: Regression. Given two drug SMILES strings and cell line genomic features, predict the synergy score measuring deviation from expected non-interaction effect. (1) Drug 1: C1CC(C1)(C(=O)O)C(=O)O.[NH2-].[NH2-].[Pt+2]. Drug 2: CNC(=O)C1=NC=CC(=C1)OC2=CC=C(C=C2)NC(=O)NC3=CC(=C(C=C3)Cl)C(F)(F)F. Cell line: SNB-19. Synergy scores: CSS=7.75, Synergy_ZIP=-2.49, Synergy_Bliss=-1.95, Synergy_Loewe=-2.03, Synergy_HSA=-1.61. (2) Drug 1: CC1=CC2C(CCC3(C2CCC3(C(=O)C)OC(=O)C)C)C4(C1=CC(=O)CC4)C. Drug 2: CC(C1=C(C=CC(=C1Cl)F)Cl)OC2=C(N=CC(=C2)C3=CN(N=C3)C4CCNCC4)N. Cell line: OVCAR-8. Synergy scores: CSS=8.18, Synergy_ZIP=0.927, Synergy_Bliss=4.88, Synergy_Loewe=2.21, Synergy_HSA=3.38. (3) Drug 1: CN1CCC(CC1)COC2=C(C=C3C(=C2)N=CN=C3NC4=C(C=C(C=C4)Br)F)OC. Drug 2: CC12CCC3C(C1CCC2OP(=O)(O)O)CCC4=C3C=CC(=C4)OC(=O)N(CCCl)CCCl.[Na+]. Cell line: A549. Synergy scores: CSS=-2.24, Synergy_ZIP=-6.17, Synergy_Bliss=-13.5, Synergy_Loewe=-21.4, Synergy_HSA=-13.0.